From a dataset of Full USPTO retrosynthesis dataset with 1.9M reactions from patents (1976-2016). Predict the reactants needed to synthesize the given product. (1) Given the product [CH3:1][O:2][C:3]1[CH:4]=[C:5]2[C:10](=[CH:11][C:12]=1[O:13][CH3:14])[N:9]=[CH:8][CH:7]=[C:6]2[O:15][C:16]1[CH:22]=[CH:21][C:19]([NH:20][C:36]([NH:53][C@@H:51]([C:48]2[CH:49]=[CH:50][C:45]([F:44])=[CH:46][CH:47]=2)[CH3:52])=[O:42])=[CH:18][C:17]=1[O:23][CH3:24], predict the reactants needed to synthesize it. The reactants are: [CH3:1][O:2][C:3]1[CH:4]=[C:5]2[C:10](=[CH:11][C:12]=1[O:13][CH3:14])[N:9]=[CH:8][CH:7]=[C:6]2[O:15][C:16]1[CH:22]=[CH:21][C:19]([NH2:20])=[CH:18][C:17]=1[O:23][CH3:24].C(N(CC)CC)C.ClC(Cl)(O[C:36](=[O:42])OC(Cl)(Cl)Cl)Cl.[F:44][C:45]1[CH:50]=[CH:49][C:48]([C@H:51]([NH2:53])[CH3:52])=[CH:47][CH:46]=1. (2) Given the product [CH3:15][CH:16]1[CH2:17][C:18](=[O:27])[C:19]([C:22]([O:24][CH2:25][CH3:26])=[O:23])=[CH:20][CH2:21]1, predict the reactants needed to synthesize it. The reactants are: C1([Se]Cl)C=CC=CC=1.N1C=CC=CC=1.[CH3:15][CH:16]1[CH2:21][CH2:20][CH:19]([C:22]([O:24][CH2:25][CH3:26])=[O:23])[C:18](=[O:27])[CH2:17]1. (3) The reactants are: [O:1]=[C:2]1[C@@H:8]2[CH2:9][CH2:10][C@H:11]([C:13]([O:15]C)=[O:14])[CH2:12][N:7]2[C:6](=[O:17])[C:5]2[CH:18]=[CH:19][CH:20]=[CH:21][C:4]=2[NH:3]1.[Li+].[OH-].Cl. Given the product [O:1]=[C:2]1[C@@H:8]2[CH2:9][CH2:10][C@H:11]([C:13]([OH:15])=[O:14])[CH2:12][N:7]2[C:6](=[O:17])[C:5]2[CH:18]=[CH:19][CH:20]=[CH:21][C:4]=2[NH:3]1, predict the reactants needed to synthesize it. (4) Given the product [CH3:28][O:29][CH2:30][CH2:31][N:32]([CH3:33])[CH2:20][C:19]#[C:18][C:16]1[CH:15]=[CH:14][C:13]2[C:9]([C:6]3[CH:7]=[CH:8][C:3]([C:2]([F:1])([F:27])[F:26])=[CH:4][CH:5]=3)=[N:10][S:11][C:12]=2[CH:17]=1, predict the reactants needed to synthesize it. The reactants are: [F:1][C:2]([F:27])([F:26])[C:3]1[CH:8]=[CH:7][C:6]([C:9]2[C:13]3[CH:14]=[CH:15][C:16]([C:18]#[C:19][CH2:20]OS(C)(=O)=O)=[CH:17][C:12]=3[S:11][N:10]=2)=[CH:5][CH:4]=1.[CH3:28][O:29][CH2:30][CH2:31][NH:32][CH3:33].